This data is from Forward reaction prediction with 1.9M reactions from USPTO patents (1976-2016). The task is: Predict the product of the given reaction. (1) Given the reactants C[O:2][C:3]([C:5]1[N:6]([CH2:18][C:19]2[CH:24]=[CH:23][C:22]([F:25])=[CH:21][CH:20]=2)[C:7]2[C:12]([CH:13]=1)=[CH:11][C:10]([S:14]([CH3:17])(=[O:16])=[O:15])=[CH:9][CH:8]=2)=[O:4].O1CCCC1.[OH-].[Na+].Cl, predict the reaction product. The product is: [F:25][C:22]1[CH:21]=[CH:20][C:19]([CH2:18][N:6]2[C:7]3[C:12](=[CH:11][C:10]([S:14]([CH3:17])(=[O:15])=[O:16])=[CH:9][CH:8]=3)[CH:13]=[C:5]2[C:3]([OH:4])=[O:2])=[CH:24][CH:23]=1. (2) The product is: [CH:9]1([N:12]2[C:17](=[O:18])[C:16]3=[C:15]([NH:14][C:37]4[CH:42]=[CH:41][C:40]([I:43])=[CH:39][C:38]=4[F:44])[N:22]([CH3:23])[C:21](=[O:24])[C:20]([CH3:25])=[C:19]3[N:26]([C:27]3[CH:28]=[C:29]([NH:33][C:34](=[O:36])[CH3:35])[CH:30]=[CH:31][CH:32]=3)[C:13]2=[O:45])[CH2:11][CH2:10]1. Given the reactants C[O-].[Na+].O1CCCC1.[CH:9]1([N:12]2[C:17](=[O:18])[C:16]3[C:19]([NH:26][C:27]4[CH:28]=[C:29]([NH:33][C:34](=[O:36])[CH3:35])[CH:30]=[CH:31][CH:32]=4)=[C:20]([CH3:25])[C:21](=[O:24])[N:22]([CH3:23])[C:15]=3[N:14]([C:37]3[CH:42]=[CH:41][C:40]([I:43])=[CH:39][C:38]=3[F:44])[C:13]2=[O:45])[CH2:11][CH2:10]1.C(O)(=O)C, predict the reaction product. (3) Given the reactants [CH:1]1([C@@H:7]([NH:9][C:10]([C:12]2[C:21]3[C:16](=[CH:17][CH:18]=[CH:19][CH:20]=3)[N:15]=[C:14]([C:22]3[S:23][CH:24]=[CH:25][CH:26]=3)[C:13]=2[CH2:27][N:28]2[CH2:33][CH2:32][N:31]([CH2:34][CH2:35][O:36][CH2:37][CH2:38][O:39]C3CCCCO3)[C:30](=[O:46])[CH2:29]2)=[O:11])[CH3:8])[CH2:6][CH2:5][CH2:4][CH2:3][CH2:2]1.Cl, predict the reaction product. The product is: [CH:1]1([C@@H:7]([NH:9][C:10]([C:12]2[C:21]3[C:16](=[CH:17][CH:18]=[CH:19][CH:20]=3)[N:15]=[C:14]([C:22]3[S:23][CH:24]=[CH:25][CH:26]=3)[C:13]=2[CH2:27][N:28]2[CH2:33][CH2:32][N:31]([CH2:34][CH2:35][O:36][CH2:37][CH2:38][OH:39])[C:30](=[O:46])[CH2:29]2)=[O:11])[CH3:8])[CH2:2][CH2:3][CH2:4][CH2:5][CH2:6]1. (4) The product is: [N:35]1([CH:41]2[CH2:46][CH2:45][N:44]([C:15]([C:14]3[CH:13]=[C:12]([N:8]4[CH2:7][C:6]5[C:10](=[C:2]([Cl:1])[CH:3]=[CH:4][CH:5]=5)[C:9]4=[O:11])[CH:34]=[CH:33][CH:32]=3)=[O:16])[CH2:43][CH2:42]2)[CH2:40][CH2:39][CH2:38][CH2:37][CH2:36]1. Given the reactants [Cl:1][C:2]1[CH:3]=[CH:4][CH:5]=[C:6]2[C:10]=1[C:9](=[O:11])[N:8]([C:12]1[CH:13]=[C:14]([CH:32]=[CH:33][CH:34]=1)[C:15](NCCC1CCN(C3C=CN=CC=3)CC1)=[O:16])[CH2:7]2.[N:35]1([CH:41]2[CH2:46][CH2:45][NH:44][CH2:43][CH2:42]2)[CH2:40][CH2:39][CH2:38][CH2:37][CH2:36]1.ClC1C=CC=C2C=1C(=O)N(C1C=C(C=CC=1)C(O)=O)C2, predict the reaction product. (5) Given the reactants [Cl:1][C:2]1[CH:3]=[CH:4][C:5](S(CC)(=O)=O)=[C:6]([NH:8][NH2:9])[CH:7]=1.[NH2:15][C:16]1[CH:24]=[C:23]([CH2:25][N:26]2[CH2:31][CH2:30][N:29]([C:32]([O:34][C:35]([CH3:38])([CH3:37])[CH3:36])=[O:33])[CH2:28][CH2:27]2)[C:22]([C:39]([F:42])([F:41])[F:40])=[CH:21][C:17]=1[C:18]([OH:20])=O.Br[C:44]1C(C)=CC(C(NNC2C=C(Cl)C=CC=2SCC)=O)=C([N+]([O-])=O)[CH:45]=1, predict the reaction product. The product is: [NH2:15][C:16]1[C:17]([C:18](=[O:20])[NH:9][NH:8][C:6]2[CH:7]=[C:2]([Cl:1])[CH:3]=[CH:4][C:5]=2[CH2:44][CH3:45])=[CH:21][C:22]([C:39]([F:40])([F:41])[F:42])=[C:23]([CH2:25][N:26]2[CH2:31][CH2:30][N:29]([C:32]([O:34][C:35]([CH3:37])([CH3:36])[CH3:38])=[O:33])[CH2:28][CH2:27]2)[CH:24]=1. (6) Given the reactants Cl[C:2]1[C:11]2[C:6](=[CH:7][C:8]([CH3:14])=[C:9]([O:12][CH3:13])[CH:10]=2)[N:5]=[CH:4][N:3]=1.C(N(CC)CC)C, predict the reaction product. The product is: [CH3:13][O:12][C:9]1[CH:10]=[C:11]2[C:6](=[CH:7][C:8]=1[CH3:14])[N:5]=[CH:4][N:3]=[CH:2]2. (7) Given the reactants Br[C:2]1[C:3]([NH2:14])=[N:4][CH:5]=[C:6]([CH:8]2[CH2:13][CH2:12][O:11][CH2:10][CH2:9]2)[N:7]=1.[OH:15][CH2:16][C@@H:17]([NH:24][C:25](=[O:41])[C:26]1[CH:31]=[CH:30][C:29](B2OC(C)(C)C(C)(C)O2)=[CH:28][CH:27]=1)[C:18]1[CH:23]=[CH:22][CH:21]=[CH:20][CH:19]=1.O1CCOCC1.C([O-])([O-])=O.[Na+].[Na+], predict the reaction product. The product is: [NH2:14][C:3]1[C:2]([C:29]2[CH:30]=[CH:31][C:26]([C:25]([NH:24][C@@H:17]([C:18]3[CH:23]=[CH:22][CH:21]=[CH:20][CH:19]=3)[CH2:16][OH:15])=[O:41])=[CH:27][CH:28]=2)=[N:7][C:6]([CH:8]2[CH2:13][CH2:12][O:11][CH2:10][CH2:9]2)=[CH:5][N:4]=1.